Dataset: Full USPTO retrosynthesis dataset with 1.9M reactions from patents (1976-2016). Task: Predict the reactants needed to synthesize the given product. Given the product [F:39][C:40]([F:45])([F:44])[C:41]([OH:43])=[O:42].[CH3:36][S:35][C:11]1[S:10][C:9]([C:8]([NH2:37])=[NH:7])=[CH:13][C:12]=1[S:14]([C:17]1[CH:18]=[C:19]([C:23]2[CH:28]=[CH:27][CH:26]=[C:25]([CH:29]([OH:34])[C:30]([F:32])([F:33])[F:31])[CH:24]=2)[CH:20]=[CH:21][CH:22]=1)(=[O:16])=[O:15], predict the reactants needed to synthesize it. The reactants are: C(OC(=O)[NH:7][C:8](=[NH:37])[C:9]1[S:10][C:11]([S:35][CH3:36])=[C:12]([S:14]([C:17]2[CH:18]=[C:19]([C:23]3[CH:28]=[CH:27][CH:26]=[C:25]([CH:29]([OH:34])[C:30]([F:33])([F:32])[F:31])[CH:24]=3)[CH:20]=[CH:21][CH:22]=2)(=[O:16])=[O:15])[CH:13]=1)(C)(C)C.[F:39][C:40]([F:45])([F:44])[C:41]([OH:43])=[O:42].